Predict the product of the given reaction. From a dataset of Forward reaction prediction with 1.9M reactions from USPTO patents (1976-2016). (1) The product is: [NH2:26][C:17]([C:18]1[CH:24]=[CH:23][CH:22]=[CH:21][C:19]=1[NH:20][C:10]([C:7]1[CH:8]=[CH:9][C:2]2[O:1][CH2:5][CH2:4][C:3]=2[CH:6]=1)=[O:12])=[O:25]. Given the reactants [O:1]1[CH2:5][CH2:4][C:3]2[CH:6]=[C:7]([C:10]([OH:12])=O)[CH:8]=[CH:9][C:2]1=2.S(Cl)(Cl)=O.[C:17]([NH2:26])(=[O:25])[C:18]1[C:19](=[CH:21][CH:22]=[CH:23][CH:24]=1)[NH2:20].N1C=CC=CC=1, predict the reaction product. (2) Given the reactants ClCCO.[Cl:5][C:6](Cl)(Cl)[C:7](=N)[O:8][CH:9]1[O:22][C@H:21]([CH2:23][O:24][C:25](=[O:27])[CH3:26])[C@@H:16]([O:17][C:18](=[O:20])[CH3:19])[C@H:11]([O:12][C:13](=[O:15])[CH3:14])[C@H:10]1[F:28].FC(F)(F)S(O[Si](C)(C)C)(=O)=O, predict the reaction product. The product is: [C:13]([O:12][C@H:11]1[C@H:16]([O:17][C:18](=[O:20])[CH3:19])[C@@H:21]([CH2:23][O:24][C:25](=[O:27])[CH3:26])[O:22][CH:9]([O:8][CH2:7][CH2:6][Cl:5])[C@@H:10]1[F:28])(=[O:15])[CH3:14]. (3) Given the reactants Cl[C:2]1[N:7]=[C:6]([C:8]2[S:12][C:11]([C:13]3([CH3:26])[CH2:18][CH2:17][N:16]([C:19]([O:21][C:22]([CH3:25])([CH3:24])[CH3:23])=[O:20])[CH2:15][CH2:14]3)=[N:10][C:9]=2[C:27]2[CH:32]=[CH:31][CH:30]=[C:29]([NH:33][S:34]([C:37]3[C:42]([F:43])=[CH:41][CH:40]=[CH:39][C:38]=3[F:44])(=[O:36])=[O:35])[C:28]=2[F:45])[CH:5]=[CH:4][N:3]=1.[CH3:46][Zn]C, predict the reaction product. The product is: [F:44][C:38]1[CH:39]=[CH:40][CH:41]=[C:42]([F:43])[C:37]=1[S:34]([NH:33][C:29]1[C:28]([F:45])=[C:27]([C:9]2[N:10]=[C:11]([C:13]3([CH3:26])[CH2:18][CH2:17][N:16]([C:19]([O:21][C:22]([CH3:25])([CH3:24])[CH3:23])=[O:20])[CH2:15][CH2:14]3)[S:12][C:8]=2[C:6]2[CH:5]=[CH:4][N:3]=[C:2]([CH3:46])[N:7]=2)[CH:32]=[CH:31][CH:30]=1)(=[O:36])=[O:35]. (4) Given the reactants [C:1]([O:6]C[CH2:8][N:9]=[C:10]=[O:11])(=[O:5])[C:2](C)=[CH2:3].O=C1O[C@H:18]([C@H:20]([CH2:22][OH:23])O)C(O)=C1O.OO.C(O)(=O)[CH:27]=[CH2:28].C[N:32](C=O)C, predict the reaction product. The product is: [C:1]([OH:6])(=[O:5])[CH:2]=[CH2:3].[CH2:8]([NH:9][C:10](=[O:11])[CH:27]=[CH2:28])[NH:32][C:22](=[O:23])[CH:20]=[CH2:18]. (5) Given the reactants [NH:1]([C@@H:3]([CH2:6][CH:7]1[CH2:12][CH2:11][CH2:10][O:9][CH2:8]1)[CH2:4][OH:5])N, predict the reaction product. The product is: [NH2:1][C@@H:3]([CH2:6][CH:7]1[CH2:12][CH2:11][CH2:10][O:9][CH2:8]1)[CH2:4][OH:5]. (6) Given the reactants [H-].[Na+].[Cl:3][C:4]1[C:5]2[CH:13]=[CH:12][NH:11][C:6]=2[N:7]=[C:8]([NH2:10])[N:9]=1.Br[CH2:15][CH2:16][O:17][Si:18]([C:21]([CH3:24])([CH3:23])[CH3:22])([CH3:20])[CH3:19].O, predict the reaction product. The product is: [Si:18]([O:17][CH2:16][CH2:15][N:11]1[C:6]2[N:7]=[C:8]([NH2:10])[N:9]=[C:4]([Cl:3])[C:5]=2[CH:13]=[CH:12]1)([C:21]([CH3:24])([CH3:23])[CH3:22])([CH3:20])[CH3:19]. (7) Given the reactants [CH2:1]([NH2:9])[CH2:2][CH2:3][CH2:4][CH2:5][CH2:6][CH2:7][CH3:8].[ClH:10].[N:11]#[C:12][NH2:13], predict the reaction product. The product is: [Cl-:10].[CH2:1]([NH:9][C:12]([NH2:13])=[NH2+:11])[CH2:2][CH2:3][CH2:4][CH2:5][CH2:6][CH2:7][CH3:8]. (8) Given the reactants ClC(Cl)(Cl)[C:3]([C:5]1[N:9]2[CH2:10][C:11]3[CH:35]=[CH:34][CH:33]=[CH:32][C:12]=3[N:13]([C:15]([C:17]3[CH:22]=[CH:21][C:20]([C:23]4[CH:28]=[CH:27][CH:26]=[CH:25][C:24]=4[O:29][CH3:30])=[C:19]([CH3:31])[CH:18]=3)=[O:16])[CH2:14][C:8]2=[CH:7][CH:6]=1)=[O:4].[NH2:38][CH2:39][CH2:40][C:41]1[CH:46]=[CH:45][C:44]([OH:47])=[CH:43][CH:42]=1.O, predict the reaction product. The product is: [OH:47][C:44]1[CH:45]=[CH:46][C:41]([CH2:40][CH2:39][NH:38][C:3]([C:5]2[N:9]3[C:8]([CH2:14][N:13]([C:15]([C:17]4[CH:22]=[CH:21][C:20]([C:23]5[CH:28]=[CH:27][CH:26]=[CH:25][C:24]=5[O:29][CH3:30])=[C:19]([CH3:31])[CH:18]=4)=[O:16])[C:12]4[CH:32]=[CH:33][CH:34]=[CH:35][C:11]=4[CH2:10]3)=[CH:7][CH:6]=2)=[O:4])=[CH:42][CH:43]=1. (9) Given the reactants CO[C:3]([C:5]1[CH:6]=[C:7]([C:15]2([OH:20])[CH2:19][CH2:18][O:17][CH2:16]2)[N:8]2[C:13]=1[C:12]([Cl:14])=[CH:11][CH:10]=[CH:9]2)=[O:4].Cl.[F:22][C:23]1([F:31])[CH2:28][CH2:27][CH:26]([CH2:29][NH2:30])[CH2:25][CH2:24]1.C(N(C(C)C)C(C)C)C.N12CCN(CC1)CC2.C[Al](C)C, predict the reaction product. The product is: [Cl:14][C:12]1[C:13]2[N:8]([C:7]([C:15]3([OH:20])[CH2:19][CH2:18][O:17][CH2:16]3)=[CH:6][C:5]=2[C:3]([NH:30][CH2:29][CH:26]2[CH2:27][CH2:28][C:23]([F:31])([F:22])[CH2:24][CH2:25]2)=[O:4])[CH:9]=[CH:10][CH:11]=1.